Regression. Given a peptide amino acid sequence and an MHC pseudo amino acid sequence, predict their binding affinity value. This is MHC class I binding data. From a dataset of Peptide-MHC class I binding affinity with 185,985 pairs from IEDB/IMGT. (1) The peptide sequence is VLLAFLNSM. The MHC is HLA-A26:01 with pseudo-sequence HLA-A26:01. The binding affinity (normalized) is 0.0847. (2) The MHC is Mamu-A11 with pseudo-sequence Mamu-A11. The binding affinity (normalized) is 0.304. The peptide sequence is KDYGGGKEV. (3) The binding affinity (normalized) is 0.746. The MHC is HLA-A68:01 with pseudo-sequence HLA-A68:01. The peptide sequence is SVEDVSAFVR. (4) The peptide sequence is ERNEQGQTL. The MHC is HLA-A24:02 with pseudo-sequence HLA-A24:02. The binding affinity (normalized) is 0.0847. (5) The peptide sequence is KLIGITAIM. The MHC is HLA-A02:01 with pseudo-sequence HLA-A02:01. The binding affinity (normalized) is 0.725. (6) The peptide sequence is RTMPLSRFT. The MHC is HLA-A01:01 with pseudo-sequence HLA-A01:01. The binding affinity (normalized) is 0.0847. (7) The peptide sequence is ALRPSTSRSL. The MHC is HLA-A68:02 with pseudo-sequence HLA-A68:02. The binding affinity (normalized) is 0. (8) The peptide sequence is ETKLGKAGY. The binding affinity (normalized) is 0. The MHC is HLA-B40:02 with pseudo-sequence HLA-B40:02. (9) The peptide sequence is VTFFCVMTY. The MHC is HLA-A26:01 with pseudo-sequence HLA-A26:01. The binding affinity (normalized) is 0.205. (10) The peptide sequence is SPNPTVEAGR. The MHC is HLA-B07:02 with pseudo-sequence HLA-B07:02. The binding affinity (normalized) is 0.190.